This data is from Catalyst prediction with 721,799 reactions and 888 catalyst types from USPTO. The task is: Predict which catalyst facilitates the given reaction. Reactant: [C:1]1([C:7]([N:9]=[C:10]=[S:11])=[O:8])[CH:6]=[CH:5][CH:4]=[CH:3][CH:2]=1.[Cl:12][C:13]1[CH:19]=[C:18]([O:20][C:21]2[C:30]3[C:25](=[CH:26][C:27]([O:33][CH3:34])=[C:28]([O:31][CH3:32])[CH:29]=3)[N:24]=[CH:23][CH:22]=2)[CH:17]=[CH:16][C:14]=1[NH2:15].C1(C)C=CC=CC=1. Product: [C:7]([NH:9][C:10]([NH:15][C:14]1[CH:16]=[CH:17][C:18]([O:20][C:21]2[C:30]3[C:25](=[CH:26][C:27]([O:33][CH3:34])=[C:28]([O:31][CH3:32])[CH:29]=3)[N:24]=[CH:23][CH:22]=2)=[CH:19][C:13]=1[Cl:12])=[S:11])(=[O:8])[C:1]1[CH:6]=[CH:5][CH:4]=[CH:3][CH:2]=1. The catalyst class is: 8.